Dataset: Full USPTO retrosynthesis dataset with 1.9M reactions from patents (1976-2016). Task: Predict the reactants needed to synthesize the given product. Given the product [CH2:1]([O:8][N:9]1[C:15](=[O:16])[N:14]2[CH2:17][C@H:10]1[CH2:11][CH2:12][C@H:13]2[C:18]([O:20][C:21]([CH3:24])([CH3:23])[CH3:22])=[O:19])[CH:2]=[CH2:3], predict the reactants needed to synthesize it. The reactants are: [CH2:1]([O:8][N:9]1[C:15](=[O:16])[N:14]2[CH2:17][C@H:10]1[CH2:11][CH2:12][C@H:13]2[C:18]([O:20][C:21]([CH3:24])([CH3:23])[CH3:22])=[O:19])[C:2]1C=CC=C[CH:3]=1.C(=O)([O-])[O-].[K+].[K+].C(Br)C=C.